Task: Predict the product of the given reaction.. Dataset: Forward reaction prediction with 1.9M reactions from USPTO patents (1976-2016) (1) Given the reactants [N:1]([CH2:4][C:5]1[N:6]=[CH:7][N:8]([C:10]2[CH:15]=[CH:14][C:13]([N:16]3[CH:21]=[CH:20][CH:19]=[CH:18][C:17]3=[O:22])=[CH:12][CH:11]=2)[CH:9]=1)=[N+]=[N-], predict the reaction product. The product is: [NH2:1][CH2:4][C:5]1[N:6]=[CH:7][N:8]([C:10]2[CH:11]=[CH:12][C:13]([N:16]3[CH:21]=[CH:20][CH:19]=[CH:18][C:17]3=[O:22])=[CH:14][CH:15]=2)[CH:9]=1. (2) Given the reactants CC1(C)[O:6][C:5](=[CH:7][C:8]([N:10]([O:22][CH3:23])[CH2:11][C:12]2[CH:17]=[CH:16][C:15]([C:18]([F:21])([F:20])[F:19])=[CH:14][CH:13]=2)=[O:9])[C:4](=[O:24])O1.[CH2:26]=O.[NH2:28][CH2:29][CH2:30][N:31]1[CH2:36][CH2:35][O:34][CH2:33][CH2:32]1, predict the reaction product. The product is: [CH3:23][O:22][N:10]([CH2:11][C:12]1[CH:13]=[CH:14][C:15]([C:18]([F:19])([F:20])[F:21])=[CH:16][CH:17]=1)[C:8]([C:7]1[CH2:26][N:28]([CH2:29][CH2:30][N:31]2[CH2:36][CH2:35][O:34][CH2:33][CH2:32]2)[C:4](=[O:24])[C:5]=1[OH:6])=[O:9]. (3) Given the reactants Br[C:2]1[CH:3]=[C:4]2[C:9](=[CH:10][CH:11]=1)[N:8]=[CH:7][C:6]([C:12]([O:14][CH2:15][CH3:16])=[O:13])=[C:5]2[NH:17][C:18]1[CH:23]=[CH:22][C:21]([O:24][CH3:25])=[CH:20][CH:19]=1.[B-](F)(F)(F)F.CC([PH+](C(C)(C)C)C(C)(C)C)(C)C.CN.[N:46]12[CH2:56]CCN=C1CCCC[CH2:47]2.[O:57]1CCCC1, predict the reaction product. The product is: [CH3:25][O:24][C:21]1[CH:22]=[CH:23][C:18]([NH:17][C:5]2[C:4]3[C:9](=[CH:10][CH:11]=[C:2]([C:47](=[O:57])[NH:46][CH3:56])[CH:3]=3)[N:8]=[CH:7][C:6]=2[C:12]([O:14][CH2:15][CH3:16])=[O:13])=[CH:19][CH:20]=1. (4) Given the reactants C([N:8]([C:32]1[CH:37]=[CH:36][CH:35]=[CH:34][CH:33]=1)[C:9]1[CH:10]=[C:11]([N:18]2[CH2:23][CH2:22][N:21]([C:24]([C:26]3[CH:31]=[CH:30][CH:29]=[CH:28][CH:27]=3)=[O:25])[CH2:20][CH2:19]2)[CH:12]=[CH:13][C:14]=1[N:15]([CH3:17])[CH3:16])C1C=CC=CC=1, predict the reaction product. The product is: [CH3:16][N:15]([CH3:17])[C:14]1[CH:13]=[CH:12][C:11]([N:18]2[CH2:23][CH2:22][N:21]([C:24]([C:26]3[CH:31]=[CH:30][CH:29]=[CH:28][CH:27]=3)=[O:25])[CH2:20][CH2:19]2)=[CH:10][C:9]=1[NH:8][C:32]1[CH:37]=[CH:36][CH:35]=[CH:34][CH:33]=1. (5) Given the reactants [CH2:1]1[C:11]2[C:12]3[C:3](=[CH:4][CH:5]=[C:6]4[C:16](=[O:17])[O:15][C:13](=[O:14])[C:8](=[CH:9][CH:10]=2)[C:7]4=3)[CH2:2]1.[CH:18]1([NH2:24])[CH2:23][CH2:22][CH2:21][CH2:20][CH2:19]1.O, predict the reaction product. The product is: [CH:18]1([N:24]=[C:16]([C:6]2[C:7]3=[C:12]4[C:3]([CH2:2][CH2:1][C:11]4=[CH:10][CH:9]=[C:8]3[C:13]([OH:15])=[O:14])=[CH:4][CH:5]=2)[OH:17])[CH2:23][CH2:22][CH2:21][CH2:20][CH2:19]1. (6) The product is: [NH:2]=[C:1]([N:40]1[CH2:41][CH2:42][N:37]([CH:34]([CH3:36])[CH3:35])[CH2:38][CH2:39]1)[C:3]1[CH:4]=[C:5]([NH:9][C:10](=[O:33])[NH:11][C:12]2[CH:17]=[CH:16][C:15]([S:18]([NH:21][CH2:22][C:23]3[CH:28]=[CH:27][C:26]([S:29](=[O:32])(=[O:31])[NH2:30])=[CH:25][CH:24]=3)(=[O:20])=[O:19])=[CH:14][CH:13]=2)[CH:6]=[CH:7][CH:8]=1. Given the reactants [C:1]([C:3]1[CH:4]=[C:5]([NH:9][C:10](=[O:33])[NH:11][C:12]2[CH:17]=[CH:16][C:15]([S:18]([NH:21][CH2:22][C:23]3[CH:28]=[CH:27][C:26]([S:29](=[O:32])(=[O:31])[NH2:30])=[CH:25][CH:24]=3)(=[O:20])=[O:19])=[CH:14][CH:13]=2)[CH:6]=[CH:7][CH:8]=1)#[N:2].[CH:34]([N:37]1[CH2:42][CH2:41][NH:40][CH2:39][CH2:38]1)([CH3:36])[CH3:35], predict the reaction product.